This data is from Full USPTO retrosynthesis dataset with 1.9M reactions from patents (1976-2016). The task is: Predict the reactants needed to synthesize the given product. Given the product [CH3:13][C:14]1[C:22]2[S:21][CH:20]=[N:19][C:18]=2[CH:17]=[CH:16][C:15]=1[N:23]=[O:24].[NH2:23][C:15]1[CH:16]=[CH:17][C:18]2[N:19]=[CH:20][S:21][C:22]=2[C:14]=1[CH3:13], predict the reactants needed to synthesize it. The reactants are: [N+](C1C=CC2N=CSC=2C=1)([O-])=O.[CH3:13][C:14]1[C:22]2[S:21][CH:20]=[N:19][C:18]=2[CH:17]=[CH:16][C:15]=1[N:23]=[O:24].